This data is from Catalyst prediction with 721,799 reactions and 888 catalyst types from USPTO. The task is: Predict which catalyst facilitates the given reaction. (1) Reactant: [Cl:1][C:2]1[C:3]([NH:18][C:19]2[CH:23]=[C:22]([O:24][CH3:25])[NH:21][N:20]=2)=[N:4][C:5]([NH:8][C@H:9]([C:11]2[N:16]=[CH:15][C:14]([F:17])=[CH:13][N:12]=2)[CH3:10])=[N:6][CH:7]=1.[Cl:26]C1N=C(NC2C=C(OC)NN=2)C(Cl)=C(Cl)N=1.CCN(C(C)C)C(C)C. Product: [Cl:1][C:2]1[C:3]([NH:18][C:19]2[CH:23]=[C:22]([O:24][CH3:25])[NH:21][N:20]=2)=[N:4][C:5]([NH:8][C@H:9]([C:11]2[N:12]=[CH:13][C:14]([F:17])=[CH:15][N:16]=2)[CH3:10])=[N:6][C:7]=1[Cl:26]. The catalyst class is: 114. (2) Reactant: [H-].[Na+].[CH3:3][O:4][C:5]([C:7]1[S:8][C:9]([C:23]2[CH:28]=[CH:27][CH:26]=[CH:25][CH:24]=2)=[CH:10][C:11]=1[NH:12][C:13](=[O:22])[C:14]1[CH:19]=[CH:18][C:17]([Cl:20])=[CH:16][C:15]=1[Cl:21])=[O:6].N#N.I[CH:32]([CH3:34])[CH3:33]. Product: [CH3:3][O:4][C:5]([C:7]1[S:8][C:9]([C:23]2[CH:28]=[CH:27][CH:26]=[CH:25][CH:24]=2)=[CH:10][C:11]=1[N:12]([C:13](=[O:22])[C:14]1[CH:19]=[CH:18][C:17]([Cl:20])=[CH:16][C:15]=1[Cl:21])[CH:32]([CH3:34])[CH3:33])=[O:6]. The catalyst class is: 9.